This data is from Forward reaction prediction with 1.9M reactions from USPTO patents (1976-2016). The task is: Predict the product of the given reaction. (1) Given the reactants [CH2:1]([NH2:4])[CH:2]=[CH2:3].[CH2:5]([NH:12][C:13]1[C:14]2[S:22][CH:21]=[C:20]([CH3:23])[C:15]=2[N:16]=[C:17](Cl)[N:18]=1)[C:6]1[CH:11]=[CH:10][CH:9]=[CH:8][CH:7]=1, predict the reaction product. The product is: [CH2:1]([NH:4][C:17]1[N:18]=[C:13]([NH:12][CH2:5][C:6]2[CH:11]=[CH:10][CH:9]=[CH:8][CH:7]=2)[C:14]2[S:22][CH:21]=[C:20]([CH3:23])[C:15]=2[N:16]=1)[CH:2]=[CH2:3]. (2) Given the reactants [C:1]([C:4]1[CH:5]=[C:6]([CH:27]=[CH:28][CH:29]=1)OC1C=C(C(N)=O)C=C(O[C:6]2[CH:27]=[CH:28][CH:29]=[C:4]([C:1](=[NH:3])[NH2:2])[CH:5]=2)N=1)(=[NH:3])[NH2:2].[ClH:30], predict the reaction product. The product is: [ClH:30].[ClH:30].[C:1]([NH2:3])(=[NH:2])[C:4]1[CH:5]=[CH:6][CH:27]=[CH:28][CH:29]=1. (3) The product is: [CH3:31][CH:30]([CH3:32])[CH2:29][C@H:28]([CH2:33][N+:34]([O-:36])=[O:35])[CH2:27][C:26]([OH:37])=[O:25]. Given the reactants CC(C[C@H](CN)CC(O)=O)C.C(OC(=O)/C=C/CC(C)C)C.C([O:25][C:26](=[O:37])[CH2:27][CH:28]([CH2:33][N+:34]([O-:36])=[O:35])[CH2:29][CH:30]([CH3:32])[CH3:31])C, predict the reaction product. (4) Given the reactants [CH3:1][O:2][C:3]1[CH:10]=[CH:9][C:8]([C:11]([F:14])([F:13])[F:12])=[CH:7][C:4]=1[CH2:5][NH2:6].COC1C=CC(C(F)(F)F)=CC=1C#N.[H-].[Al+3].[Li+].[H-].[H-].[H-].I.CO[C:38](=[NH:51])[NH:39][C:40]1[S:41][CH:42]=[C:43]([C:45]2[CH:50]=[CH:49][CH:48]=[CH:47][CH:46]=2)[N:44]=1, predict the reaction product. The product is: [CH3:1][O:2][C:3]1[CH:10]=[CH:9][C:8]([C:11]([F:12])([F:13])[F:14])=[CH:7][C:4]=1[CH2:5][NH:6][C:38]([NH:39][C:40]1[S:41][CH:42]=[C:43]([C:45]2[CH:46]=[CH:47][CH:48]=[CH:49][CH:50]=2)[N:44]=1)=[NH:51]. (5) Given the reactants [CH2:1]1[CH2:5]OC[CH2:2]1.[C:6]([C:8]([C:20]#[N:21])=[C:9]([C:15]([O:17][CH2:18][CH3:19])=[O:16])[C:10]([O:12][CH2:13][CH3:14])=[O:11])#[N:7].C1([Mg]Br)CC1.[Cl-].[Li+], predict the reaction product. The product is: [CH:2]1([C:9]([CH:8]([C:20]#[N:21])[C:6]#[N:7])([C:15]([O:17][CH2:18][CH3:19])=[O:16])[C:10]([O:12][CH2:13][CH3:14])=[O:11])[CH2:1][CH2:5]1. (6) Given the reactants C([O:4][C:5]1[CH:14]=[C:13]2[C:8]([C:9]([Cl:15])=[N:10][CH:11]=[N:12]2)=[C:7]([O:16][CH:17]2[CH2:21][CH2:20][CH2:19][CH2:18]2)[CH:6]=1)(=O)C, predict the reaction product. The product is: [Cl:15][C:9]1[C:8]2[C:13](=[CH:14][C:5]([OH:4])=[CH:6][C:7]=2[O:16][CH:17]2[CH2:21][CH2:20][CH2:19][CH2:18]2)[N:12]=[CH:11][N:10]=1.